From a dataset of Full USPTO retrosynthesis dataset with 1.9M reactions from patents (1976-2016). Predict the reactants needed to synthesize the given product. (1) Given the product [CH3:14][O:15][C:32](=[O:33])[C:31]1[CH:10]=[C:9]([N+:11]([O-:13])=[O:12])[CH:8]=[C:29]([NH:28][CH3:27])[CH:30]=1, predict the reactants needed to synthesize it. The reactants are: NC1C=C([CH:8]=[C:9]([N+:11]([O-:13])=[O:12])[CH:10]=1)C(O)=O.[C:14](=O)([O-])[O-:15].[K+].[K+].S(OC)(OC)(=O)=O.[CH3:27][N:28]1[C:32](=[O:33])[CH2:31][CH2:30][CH2:29]1. (2) Given the product [N:4]1([CH2:10][CH2:11][CH:12]2[CH2:21][CH2:20][C:19]3[C:14](=[CH:15][CH:16]=[C:17]([O:22][CH2:23][C:24]4[CH:25]=[CH:26][C:27]([C:28]([OH:30])=[O:29])=[CH:32][CH:33]=4)[CH:18]=3)[CH2:13]2)[CH2:9][CH2:8][CH2:7][CH2:6][CH2:5]1, predict the reactants needed to synthesize it. The reactants are: [OH-].[Na+].Cl.[N:4]1([CH2:10][CH2:11][CH:12]2[CH2:21][CH2:20][C:19]3[C:14](=[CH:15][CH:16]=[C:17]([O:22][CH2:23][C:24]4[CH:33]=[CH:32][C:27]([C:28]([O:30]C)=[O:29])=[CH:26][CH:25]=4)[CH:18]=3)[CH2:13]2)[CH2:9][CH2:8][CH2:7][CH2:6][CH2:5]1. (3) Given the product [C:3]([O:7][C:8]([N:10]1[CH2:13][C:12]([C:15]2[S:16][CH:17]=[C:18]([C:20]3[C:21]([O:35][CH:36]4[CH2:37][CH2:38][CH2:39]4)=[C:22]4[C:27](=[CH:28][CH:29]=3)[N:26]([C:30]([O:32][CH3:33])=[O:31])[C@@H:25]([CH3:34])[CH2:24][CH2:23]4)[N:19]=2)([O:14][CH3:40])[CH2:11]1)=[O:9])([CH3:4])([CH3:5])[CH3:6], predict the reactants needed to synthesize it. The reactants are: [H-].[Na+].[C:3]([O:7][C:8]([N:10]1[CH2:13][C:12]([C:15]2[S:16][CH:17]=[C:18]([C:20]3[C:21]([O:35][CH:36]4[CH2:39][CH2:38][CH2:37]4)=[C:22]4[C:27](=[CH:28][CH:29]=3)[N:26]([C:30]([O:32][CH3:33])=[O:31])[C@@H:25]([CH3:34])[CH2:24][CH2:23]4)[N:19]=2)([OH:14])[CH2:11]1)=[O:9])([CH3:6])([CH3:5])[CH3:4].[CH3:40]I.O. (4) Given the product [C:1]([C:5]1[CH:10]=[CH:9][C:8]([C:11]2[N:15]([CH3:16])[N:14]=[C:13]([C:17](=[N:35][NH:34][C:32]([C:30]3[CH:29]=[CH:28][C:23]([C:24]([O:26][CH3:27])=[O:25])=[C:22]([Cl:21])[CH:31]=3)=[O:33])[CH3:18])[C:12]=2[OH:20])=[CH:7][CH:6]=1)([CH3:4])([CH3:3])[CH3:2], predict the reactants needed to synthesize it. The reactants are: [C:1]([C:5]1[CH:10]=[CH:9][C:8]([C:11]2[N:15]([CH3:16])[N:14]=[C:13]([C:17](=O)[CH3:18])[C:12]=2[OH:20])=[CH:7][CH:6]=1)([CH3:4])([CH3:3])[CH3:2].[Cl:21][C:22]1[CH:31]=[C:30]([C:32]([NH:34][NH2:35])=[O:33])[CH:29]=[CH:28][C:23]=1[C:24]([O:26][CH3:27])=[O:25]. (5) Given the product [C:10]([C@H:14]1[C:41](=[O:42])[N:40]2[CH2:43][C@@H:37]([CH2:38][C@H:39]2[C:44]([NH:46][C@:47]2([C:52](=[O:63])[NH:53][S:54]([C:57]3([CH2:60][O:61][CH3:62])[CH2:59][CH2:58]3)(=[O:55])=[O:56])[CH2:49][C@H:48]2[CH:50]=[CH2:51])=[O:45])[O:36][C:26]2=[N:27][C:28]3[CH:29]=[CH:30][CH:31]=[CH:32][C:33]=3[C:34]([O:35][CH2:2][CH2:3][N:4]3[CH2:9][CH2:8][O:7][CH2:6][CH2:5]3)=[C:25]2[CH2:24][CH2:23][CH2:22][CH2:21][CH2:20][C@@H:19]2[CH2:64][CH2:65][CH2:66][C@H:18]2[O:17][C:16](=[O:67])[NH:15]1)([CH3:11])([CH3:12])[CH3:13], predict the reactants needed to synthesize it. The reactants are: Br[CH2:2][CH2:3][N:4]1[CH2:9][CH2:8][O:7][CH2:6][CH2:5]1.[C:10]([C@H:14]1[C:41](=[O:42])[N:40]2[CH2:43][C@@H:37]([CH2:38][C@H:39]2[C:44]([NH:46][C@:47]2([C:52](=[O:63])[NH:53][S:54]([C:57]3([CH2:60][O:61][CH3:62])[CH2:59][CH2:58]3)(=[O:56])=[O:55])[CH2:49][C@H:48]2[CH:50]=[CH2:51])=[O:45])[O:36][C:26]2=[N:27][C:28]3[CH:29]=[CH:30][CH:31]=[CH:32][C:33]=3[C:34]([OH:35])=[C:25]2[CH2:24][CH2:23][CH2:22][CH2:21][CH2:20][C@@H:19]2[CH2:64][CH2:65][CH2:66][C@H:18]2[O:17][C:16](=[O:67])[NH:15]1)([CH3:13])([CH3:12])[CH3:11]. (6) Given the product [CH3:1][N:2]1[C:6]2[S:7][CH:8]=[C:9]([C:10]3[CH:11]=[CH:12][CH:13]=[CH:14][CH:15]=3)[C:5]=2[C:4]([N:18]2[CH2:23][CH2:22][CH:21]([CH2:24][O:25][CH2:26][CH2:27][N:28]3[CH2:29][CH2:30][CH2:31][CH2:32]3)[CH2:20][CH2:19]2)=[N:3]1, predict the reactants needed to synthesize it. The reactants are: [CH3:1][N:2]1[C:6]2[S:7][C:8](C#N)=[C:9]([C:10]3[CH:15]=[CH:14][CH:13]=[CH:12][CH:11]=3)[C:5]=2[C:4]([N:18]2[CH2:23][CH2:22][CH:21]([CH2:24][O:25][CH2:26][CH2:27][N:28]3[CH2:32][CH2:31][CH2:30][CH2:29]3)[CH2:20][CH2:19]2)=[N:3]1.[OH-].[Na+].CO.